Task: Regression/Classification. Given a drug SMILES string, predict its absorption, distribution, metabolism, or excretion properties. Task type varies by dataset: regression for continuous measurements (e.g., permeability, clearance, half-life) or binary classification for categorical outcomes (e.g., BBB penetration, CYP inhibition). For this dataset (lipophilicity_astrazeneca), we predict Y.. Dataset: Experimental lipophilicity measurements (octanol/water distribution) for 4,200 compounds from AstraZeneca The drug is COc1cc(Nc2nc(N[C@@H](C)c3ncc(F)cn3)ncc2Cl)n[nH]1. The Y is 2.53 logD.